From a dataset of Full USPTO retrosynthesis dataset with 1.9M reactions from patents (1976-2016). Predict the reactants needed to synthesize the given product. (1) Given the product [ClH:32].[CH:1]1([NH:5][CH2:6][CH:7]2[CH2:10][N:9]([C:11]([C:13]3[CH:14]=[C:15]([CH:28]=[CH:29][C:30]=3[F:31])[CH2:16][C:17]3[C:26]4[C:21](=[CH:22][CH:23]=[CH:24][CH:25]=4)[C:20](=[O:27])[NH:19][N:18]=3)=[O:12])[CH2:8]2)[CH2:2][CH2:3][CH2:4]1, predict the reactants needed to synthesize it. The reactants are: [CH:1]1([NH:5][CH2:6][CH:7]2[CH2:10][N:9]([C:11]([C:13]3[CH:14]=[C:15]([CH:28]=[CH:29][C:30]=3[F:31])[CH2:16][C:17]3[C:26]4[C:21](=[CH:22][CH:23]=[CH:24][CH:25]=4)[C:20](=[O:27])[NH:19][N:18]=3)=[O:12])[CH2:8]2)[CH2:4][CH2:3][CH2:2]1.[ClH:32]. (2) The reactants are: C([N:9]1[CH2:18][CH2:17][C:16]2[N:15]=[C:14]([CH3:19])[O:13][C:12]=2[C:11]2[CH:20]=[CH:21][CH:22]=[CH:23][C:10]1=2)(=O)C1C=CC=CC=1. Given the product [CH3:19][C:14]1[O:13][C:12]2[C:11]3[CH:20]=[CH:21][CH:22]=[CH:23][C:10]=3[NH:9][CH2:18][CH2:17][C:16]=2[N:15]=1, predict the reactants needed to synthesize it. (3) Given the product [C:5]([C:7]1[CH:44]=[CH:43][C:10]([O:11][C:12]2[C:17]([NH:18][S:19]([C:22]3[CH:27]=[CH:26][C:25]4[C:24](=[CH:5][CH:7]=[CH:8][CH:9]=4)[CH:23]=3)(=[O:21])=[O:20])=[CH:16][CH:15]=[C:14]([O:29][C:30]3[CH:35]=[CH:34][C:33]([C:36](=[NH:42])[NH2:37])=[CH:32][CH:31]=3)[N:13]=2)=[CH:9][CH:8]=1)(=[NH:6])[NH2:4], predict the reactants needed to synthesize it. The reactants are: C([N:4](O)[C:5]([C:7]1[CH:44]=[CH:43][C:10]([O:11][C:12]2[C:17]([NH:18][S:19]([C:22]3[CH:27]=[CH:26][C:25](F)=[CH:24][CH:23]=3)(=[O:21])=[O:20])=[CH:16][CH:15]=[C:14]([O:29][C:30]3[CH:35]=[CH:34][C:33]([C:36](=[NH:42])[N:37](O)C(=O)C)=[CH:32][CH:31]=3)[N:13]=2)=[CH:9][CH:8]=1)=[NH:6])(=O)C. (4) Given the product [C:14]([CH:11]1[CH2:10][CH2:9][N:8]([C:6]([O:5][C:1]([CH3:2])([CH3:3])[CH3:4])=[O:7])[CH2:13][CH2:12]1)(=[O:15])[CH3:21], predict the reactants needed to synthesize it. The reactants are: [C:1]([O:5][C:6]([N:8]1[CH2:13][CH2:12][CH:11]([C:14](N(OC)C)=[O:15])[CH2:10][CH2:9]1)=[O:7])([CH3:4])([CH3:3])[CH3:2].O1CCC[CH2:21]1.O1CCCC1.C[Mg]Cl. (5) Given the product [C:1]([C:3]1[C:22](=[O:24])[C:11]2[CH2:10][N:9]([C:12]([O:14][CH2:15][C:16]3[CH:17]=[CH:18][CH:19]=[CH:20][CH:21]=3)=[O:13])[CH2:8][CH2:7][C:6]=2[NH:5][CH:4]=1)#[N:2], predict the reactants needed to synthesize it. The reactants are: [C:1](/[C:3](/[C:22]([O:24]CC)=O)=[CH:4]\[NH:5][C:6]1[CH2:11][CH2:10][N:9]([C:12]([O:14][CH2:15][C:16]2[CH:21]=[CH:20][CH:19]=[CH:18][CH:17]=2)=[O:13])[CH2:8][CH:7]=1)#[N:2]. (6) Given the product [Br:1][C:2]1[C:13]2[C:5](=[CH:6][C:7]([C:16]3[CH:21]=[CH:20][CH:19]=[CH:18][C:17]=3[Cl:22])=[C:8]3[C:12]=2[C:11](=[O:14])[NH:10][C:9]3=[O:15])[N:4]([CH2:23][CH2:24][CH2:25][N:27]2[CH2:32][CH2:31][O:30][CH2:29][CH2:28]2)[CH:3]=1, predict the reactants needed to synthesize it. The reactants are: [Br:1][C:2]1[C:13]2[C:5](=[CH:6][C:7]([C:16]3[CH:21]=[CH:20][CH:19]=[CH:18][C:17]=3[Cl:22])=[C:8]3[C:12]=2[C:11](=[O:14])[NH:10][C:9]3=[O:15])[N:4]([CH2:23][CH2:24][CH2:25]O)[CH:3]=1.[NH:27]1[CH2:32][CH2:31][O:30][CH2:29][CH2:28]1. (7) Given the product [CH3:23][O:24][C:25](=[O:41])[CH:26]([NH:30][C:31](=[O:40])[C:32]1[C:33]([Cl:39])=[CH:34][CH:35]=[CH:36][C:37]=1[Cl:38])[CH2:27]/[CH:28]=[CH:29]/[C:43]1[CH:44]=[CH:45][C:46]([C:49]2([OH:55])[CH2:54][CH2:53][O:52][CH2:51][CH2:50]2)=[CH:47][CH:48]=1, predict the reactants needed to synthesize it. The reactants are: CC1C=CC=CC=1P(C1C=CC=CC=1C)C1C=CC=CC=1C.[CH3:23][O:24][C:25](=[O:41])[CH:26]([NH:30][C:31](=[O:40])[C:32]1[C:37]([Cl:38])=[CH:36][CH:35]=[CH:34][C:33]=1[Cl:39])[CH2:27][CH:28]=[CH2:29].I[C:43]1[CH:48]=[CH:47][C:46]([C:49]2([OH:55])[CH2:54][CH2:53][O:52][CH2:51][CH2:50]2)=[CH:45][CH:44]=1.C(=O)([O-])[O-].[K+].[K+]. (8) Given the product [Cl:1][C:2]1[N:7]=[C:6]([CH:8]2[CH2:16][C:15]3[C:10](=[CH:11][CH:12]=[CH:13][C:14]=3[F:17])[NH:9]2)[C:5]([OH:18])=[CH:4][CH:3]=1, predict the reactants needed to synthesize it. The reactants are: [Cl:1][C:2]1[N:7]=[C:6]([C:8]2[NH:9][C:10]3[C:15]([CH:16]=2)=[C:14]([F:17])[CH:13]=[CH:12][CH:11]=3)[C:5]([OH:18])=[CH:4][CH:3]=1.Cl.[OH-].[Na+].